From a dataset of Full USPTO retrosynthesis dataset with 1.9M reactions from patents (1976-2016). Predict the reactants needed to synthesize the given product. (1) Given the product [CH3:7][C:5]1[S:6][C:2]([NH:12][C:15](=[O:24])[O:38][C:34]([CH3:37])([CH3:36])[CH3:35])=[CH:3][CH:4]=1, predict the reactants needed to synthesize it. The reactants are: C[C:2]1[S:6][C:5]([C:7](O)=O)=[CH:4][CH:3]=1.CC[N:12]([CH2:15]C)CC.C1(P(N=[N+]=[N-])(C2C=CC=CC=2)=[O:24])C=CC=CC=1.[C:34]([OH:38])([CH3:37])([CH3:36])[CH3:35]. (2) Given the product [N:1]1([C:14]([O:33][C:31]2[C:30]3[O:34][C:35]4[CH:36]=[CH:37][C:38]([C@@H:47]([OH:52])[CH2:48][CH:49]([CH3:50])[CH3:51])=[C:39]([O:45][CH3:46])[C:40]=4[C:41](=[O:42])[O:43][CH2:44][C:29]=3[CH:28]=[C:27]([CH3:26])[CH:32]=2)=[O:15])[CH2:6][CH2:5][O:4][CH2:3][CH2:2]1, predict the reactants needed to synthesize it. The reactants are: [NH:1]1[CH2:6][CH2:5][O:4][CH2:3][CH2:2]1.N1C=CC=CC=1.Cl[C:14](OC1C=CC([N+]([O-])=O)=CC=1)=[O:15].[CH3:26][C:27]1[CH:32]=[C:31]([OH:33])[C:30]2[O:34][C:35]3[C:40]([C:41]([O:43][CH2:44][C:29]=2[CH:28]=1)=[O:42])=[C:39]([O:45][CH3:46])[C:38]([C@@H:47]([OH:52])[CH2:48][CH:49]([CH3:51])[CH3:50])=[CH:37][CH:36]=3.[H-].[Na+].C(=O)([O-])[O-].[Cs+].[Cs+].C(Cl)(=O)N.Cl. (3) The reactants are: [H-].[Na+].[F:3][CH:4]([F:7])[CH2:5][OH:6].Cl[C:9]1[N:10]=[N:11][C:12]([Cl:21])=[CH:13][C:14]=1[N:15]1[CH2:20][CH2:19][O:18][CH2:17][CH2:16]1. Given the product [Cl:21][C:12]1[N:11]=[N:10][C:9]([O:6][CH2:5][CH:4]([F:7])[F:3])=[C:14]([N:15]2[CH2:20][CH2:19][O:18][CH2:17][CH2:16]2)[CH:13]=1, predict the reactants needed to synthesize it. (4) Given the product [C:36]([O:35][C:33]([N:27]([C@@H:22]1[C:23]2[C:19](=[C:18]([C:16]3[S:17][C:13]([C:5]4[CH:6]=[CH:7][C:8]([O:9][CH:10]([CH3:12])[CH3:11])=[C:3]([C:1]#[N:2])[CH:4]=4)=[N:14][N:15]=3)[CH:26]=[CH:25][CH:24]=2)[CH2:20][CH2:21]1)[CH2:28][C:29]([O:31][CH3:32])=[O:30])=[O:34])([CH3:39])([CH3:38])[CH3:37], predict the reactants needed to synthesize it. The reactants are: [C:1]([C:3]1[CH:4]=[C:5]([C:13]2[S:17][C:16]([C:18]3[CH:26]=[CH:25][CH:24]=[C:23]4[C:19]=3[CH2:20][CH2:21][C@@H:22]4[NH:27][CH2:28][C:29]([O:31][CH3:32])=[O:30])=[N:15][N:14]=2)[CH:6]=[CH:7][C:8]=1[O:9][CH:10]([CH3:12])[CH3:11])#[N:2].[C:33](O[C:33]([O:35][C:36]([CH3:39])([CH3:38])[CH3:37])=[O:34])([O:35][C:36]([CH3:39])([CH3:38])[CH3:37])=[O:34]. (5) Given the product [CH3:1][O:2][C:3]([C:4]1[C:5]([S:33]([CH3:36])(=[O:35])=[O:34])=[CH:6][C:7]2[N:13]3[CH2:18][CH2:17][N:16]([C:19]4[N:24]=[C:23]([C:25]([F:28])([F:26])[F:27])[CH:22]=[CH:21][N:20]=4)[CH:15]([CH:29]([CH3:31])[CH3:30])[C:14]3=[N:10][C:8]=2[CH:9]=1)=[O:37], predict the reactants needed to synthesize it. The reactants are: [CH3:1][O:2][C:3](=[O:37])[C:4]1[CH:9]=[C:8]([N+:10]([O-])=O)[C:7]([N:13]2[CH2:18][CH2:17][N:16]([C:19]3[N:24]=[C:23]([C:25]([F:28])([F:27])[F:26])[CH:22]=[CH:21][N:20]=3)[C@H:15]([CH:29]([CH3:31])[CH3:30])[C:14]2=O)=[CH:6][C:5]=1[S:33]([CH3:36])(=[O:35])=[O:34]. (6) Given the product [Br:16][C:17]1[CH:18]=[C:19]2[C:23](=[CH:24][CH:25]=1)[NH:22][C:21](=[O:26])[C:20]2=[CH:9][C:8]1[CH:11]=[CH:12][C:13]([O:14][CH3:15])=[C:6]([CH:1]2[CH2:5][CH2:4][CH2:3][CH2:2]2)[CH:7]=1, predict the reactants needed to synthesize it. The reactants are: [CH:1]1([C:6]2[CH:7]=[C:8]([CH:11]=[CH:12][C:13]=2[O:14][CH3:15])[CH:9]=O)[CH2:5][CH2:4][CH2:3][CH2:2]1.[Br:16][C:17]1[CH:18]=[C:19]2[C:23](=[CH:24][CH:25]=1)[NH:22][C:21](=[O:26])[CH2:20]2. (7) Given the product [CH3:1][O:2][C:3]1[CH:4]=[C:5]2[C:10](=[CH:11][C:12]=1[O:13][CH3:14])[N:9]=[CH:8][N:7]=[C:6]2[O:15][C:16]1[CH:22]=[CH:21][C:19]([NH:20][C:36]([NH:52][CH2:51][CH2:50][N:44]2[CH2:49][CH2:48][CH2:47][CH2:46][CH2:45]2)=[O:42])=[C:18]([O:23][CH3:24])[CH:17]=1, predict the reactants needed to synthesize it. The reactants are: [CH3:1][O:2][C:3]1[CH:4]=[C:5]2[C:10](=[CH:11][C:12]=1[O:13][CH3:14])[N:9]=[CH:8][N:7]=[C:6]2[O:15][C:16]1[CH:22]=[CH:21][C:19]([NH2:20])=[C:18]([O:23][CH3:24])[CH:17]=1.C(N(CC)CC)C.ClC(Cl)(O[C:36](=[O:42])OC(Cl)(Cl)Cl)Cl.[N:44]1([CH2:50][CH2:51][NH2:52])[CH2:49][CH2:48][CH2:47][CH2:46][CH2:45]1. (8) Given the product [Cl:1][C:2]1[C:3]([C:4]#[N:5])=[C:6]([F:13])[CH:7]=[CH:8][C:9]=1[CH:10]([OH:11])[CH2:12][N:21]1[CH2:20][CH2:19][N:18]([C:22]([O:24][C:25]([CH3:26])([CH3:27])[CH3:28])=[O:23])[CH2:17][C@@H:16]1[CH2:15][OH:14], predict the reactants needed to synthesize it. The reactants are: [Cl:1][C:2]1[C:9]([CH:10]2[CH2:12][O:11]2)=[CH:8][CH:7]=[C:6]([F:13])[C:3]=1[C:4]#[N:5].[OH:14][CH2:15][C@@H:16]1[NH:21][CH2:20][CH2:19][N:18]([C:22]([O:24][C:25]([CH3:28])([CH3:27])[CH3:26])=[O:23])[CH2:17]1.